From a dataset of Forward reaction prediction with 1.9M reactions from USPTO patents (1976-2016). Predict the product of the given reaction. (1) Given the reactants [CH3:1][C:2]1[O:6][N:5]=[C:4]([C:7]2[CH:12]=[CH:11][CH:10]=[CH:9][CH:8]=2)[C:3]=1[C:13]([NH:15][NH2:16])=[O:14].[F:17][C:18]1[CH:26]=[C:25]([F:27])[C:24]([F:28])=[CH:23][C:19]=1[C:20](O)=O, predict the reaction product. The product is: [CH3:1][C:2]1[O:6][N:5]=[C:4]([C:7]2[CH:12]=[CH:11][CH:10]=[CH:9][CH:8]=2)[C:3]=1[C:13]1[O:14][C:20]([C:19]2[CH:23]=[C:24]([F:28])[C:25]([F:27])=[CH:26][C:18]=2[F:17])=[N:16][N:15]=1. (2) Given the reactants [NH:1]1[CH2:6][CH2:5][CH2:4][CH2:3][CH:2]1[C:7]([O:9][CH2:10][CH3:11])=[O:8].[Br:12][C:13]1[N:18]=[C:17]([CH:19]=O)[CH:16]=[CH:15][CH:14]=1, predict the reaction product. The product is: [Br:12][C:13]1[N:18]=[C:17]([CH2:19][N:1]2[CH2:6][CH2:5][CH2:4][CH2:3][CH:2]2[C:7]([O:9][CH2:10][CH3:11])=[O:8])[CH:16]=[CH:15][CH:14]=1. (3) Given the reactants Br[CH:2]([C:4]1[C:13]([Cl:14])=[N:12][CH:11]=[CH:10][C:5]=1[C:6]([O:8]C)=O)[CH3:3].Cl.[F:16][CH:17]([F:29])[CH2:18][O:19][C:20]1[N:25]=[CH:24][C:23]([CH2:26][NH2:27])=[CH:22][C:21]=1[CH3:28], predict the reaction product. The product is: [Cl:14][C:13]1[C:4]2[CH:2]([CH3:3])[N:27]([CH2:26][C:23]3[CH:24]=[N:25][C:20]([O:19][CH2:18][CH:17]([F:29])[F:16])=[C:21]([CH3:28])[CH:22]=3)[C:6](=[O:8])[C:5]=2[CH:10]=[CH:11][N:12]=1. (4) The product is: [OH:7]/[N:6]=[C:5](\[Cl:14])/[C:4]1[CH:8]=[CH:9][C:10]([N+:11]([O-:13])=[O:12])=[C:2]([CH3:1])[CH:3]=1. Given the reactants [CH3:1][C:2]1[CH:3]=[C:4]([CH:8]=[CH:9][C:10]=1[N+:11]([O-:13])=[O:12])/[CH:5]=[N:6]/[OH:7].[Cl:14]N1C(=O)CCC1=O, predict the reaction product. (5) Given the reactants [F:1][C:2]([F:18])([F:17])[CH:3]([C:5]1[CH:14]=[CH:13][C:12]2[C:7](=[CH:8][CH:9]=[C:10]([O:15][CH3:16])[CH:11]=2)[CH:6]=1)[OH:4].[CH3:19][S:20](Cl)(=[O:22])=[O:21], predict the reaction product. The product is: [CH3:19][S:20]([O:4][CH:3]([C:5]1[CH:14]=[CH:13][C:12]2[C:7](=[CH:8][CH:9]=[C:10]([O:15][CH3:16])[CH:11]=2)[CH:6]=1)[C:2]([F:17])([F:18])[F:1])(=[O:22])=[O:21]. (6) Given the reactants [CH2:1]([O:3][C:4]([C:6]1[C:15](=[O:16])[C:14]2[C:9](=[N:10][C:11]([O:18][CH3:19])=[C:12](Br)[CH:13]=2)[N:8]([C@H:20]([C:24]([CH3:32])([CH3:31])[O:25][SiH2:26][C:27]([CH3:30])([CH3:29])[CH3:28])[CH:21]([CH3:23])[CH3:22])[CH:7]=1)=[O:5])[CH3:2].[C:33]([C:35]1[CH:40]=[CH:39][C:38]([F:41])=[CH:37][C:36]=1[F:42])#[CH:34], predict the reaction product. The product is: [CH2:1]([O:3][C:4]([C:6]1[C:15](=[O:16])[C:14]2[C:9](=[N:10][C:11]([O:18][CH3:19])=[C:12]([CH2:34][CH2:33][C:35]3[CH:40]=[CH:39][C:38]([F:41])=[CH:37][C:36]=3[F:42])[CH:13]=2)[N:8]([C@H:20]([C:24]([CH3:32])([CH3:31])[O:25][SiH2:26][C:27]([CH3:30])([CH3:29])[CH3:28])[CH:21]([CH3:23])[CH3:22])[CH:7]=1)=[O:5])[CH3:2].